The task is: Predict which catalyst facilitates the given reaction.. This data is from Catalyst prediction with 721,799 reactions and 888 catalyst types from USPTO. (1) Reactant: [CH3:1][C:2]1[N:6]=[C:5]([C:7]2[CH:12]=[CH:11][C:10]([N:13]3[CH:22]=[C:21]4[C:15]([CH2:16][CH2:17][N:18](C(OC(C)(C)C)=O)[CH2:19][CH2:20]4)=[N:14]3)=[CH:9][CH:8]=2)[O:4][N:3]=1.FC(F)(F)C(O)=O. Product: [CH3:1][C:2]1[N:6]=[C:5]([C:7]2[CH:12]=[CH:11][C:10]([N:13]3[CH:22]=[C:21]4[C:15]([CH2:16][CH2:17][NH:18][CH2:19][CH2:20]4)=[N:14]3)=[CH:9][CH:8]=2)[O:4][N:3]=1. The catalyst class is: 98. (2) Reactant: [CH3:1][N:2]([CH3:11])[S:3]([N:6]1[CH:10]=[CH:9][N:8]=[CH:7]1)(=[O:5])=[O:4].C([Li])CCC.[Si:17](Cl)([C:20]([CH3:23])([CH3:22])[CH3:21])([CH3:19])[CH3:18].[CH:25](=[O:32])[C:26]1[CH:31]=[CH:30][CH:29]=[CH:28][CH:27]=1. Product: [CH3:1][N:2]([CH3:11])[S:3]([N:6]1[CH:10]=[C:9]([CH:25]([OH:32])[C:26]2[CH:31]=[CH:30][CH:29]=[CH:28][CH:27]=2)[N:8]=[C:7]1[Si:17]([C:20]([CH3:23])([CH3:22])[CH3:21])([CH3:19])[CH3:18])(=[O:4])=[O:5]. The catalyst class is: 188. (3) The catalyst class is: 1. Reactant: Cl[C:2]1[C:7]2=[C:8]([Cl:11])[CH:9]=[CH:10][N:6]2[N:5]=[C:4]([CH:12]2[CH2:14][CH:13]2[C:15]#[N:16])[N:3]=1.[NH2:17][CH2:18][C:19]1[CH:24]=[CH:23][CH:22]=[CH:21][N:20]=1.CCN(C(C)C)C(C)C. Product: [Cl:11][C:8]1[CH:9]=[CH:10][N:6]2[C:7]=1[C:2]([NH:17][CH2:18][C:19]1[CH:24]=[CH:23][CH:22]=[CH:21][N:20]=1)=[N:3][C:4]([CH:12]1[CH2:14][CH:13]1[C:15]#[N:16])=[N:5]2. (4) Reactant: [OH:1][C:2]1[CH:9]=[CH:8][C:5]([CH:6]=[O:7])=[C:4]([N+:10]([O-:12])=[O:11])[C:3]=1[O:13][CH3:14].C(=O)([O-])[O-].[K+].[K+].Br.[CH2:22]([N:24]([CH2:28][CH3:29])[CH2:25][CH2:26]Br)[CH3:23].C(OCC)(=O)C.[ClH:36]. Product: [ClH:36].[CH2:22]([N:24]([CH2:28][CH2:29][O:1][C:2]1[CH:9]=[CH:8][C:5]([CH:6]=[O:7])=[C:4]([N+:10]([O-:12])=[O:11])[C:3]=1[O:13][CH3:14])[CH2:25][CH3:26])[CH3:23]. The catalyst class is: 39. (5) The catalyst class is: 14. Reactant: [Cl:1][C:2]1[CH:7]=[CH:6][CH:5]=[CH:4][C:3]=1[C@@H:8]1[N:12]([C:13]([C:15]2[C:16]([C:21]3[CH:26]=[CH:25][CH:24]=[C:23]([C:27]#[N:28])[CH:22]=3)=[CH:17][CH:18]=[CH:19][CH:20]=2)=[O:14])[C@H:11]([C:29]([O:31][CH3:32])=[O:30])[CH2:10][CH2:9]1.Cl.[NH2:34][OH:35].CCN(CC)CC. Product: [Cl:1][C:2]1[CH:7]=[CH:6][CH:5]=[CH:4][C:3]=1[C@@H:8]1[N:12]([C:13]([C:15]2[C:16]([C:21]3[CH:26]=[CH:25][CH:24]=[C:23](/[C:27](=[N:34]\[OH:35])/[NH2:28])[CH:22]=3)=[CH:17][CH:18]=[CH:19][CH:20]=2)=[O:14])[C@H:11]([C:29]([O:31][CH3:32])=[O:30])[CH2:10][CH2:9]1. (6) Reactant: [CH3:1][O:2][C:3]1[C:8]([O:9][CH3:10])=[C:7]([C:11]2[CH:12]=[N:13][N:14]([C:18]3[CH:33]=[CH:32][C:21]([C:22]([NH:24][CH2:25][CH:26]4[CH2:31][CH2:30][O:29][CH2:28][CH2:27]4)=[O:23])=[CH:20][N:19]=3)[C:15]=2[O:16]C)[CH:6]=[CH:5][N:4]=1.[Cl-].[Li+]. Product: [CH3:1][O:2][C:3]1[C:8]([O:9][CH3:10])=[C:7]([C:11]2[CH:12]=[N:13][N:14]([C:18]3[CH:33]=[CH:32][C:21]([C:22]([NH:24][CH2:25][CH:26]4[CH2:31][CH2:30][O:29][CH2:28][CH2:27]4)=[O:23])=[CH:20][N:19]=3)[C:15]=2[OH:16])[CH:6]=[CH:5][N:4]=1. The catalyst class is: 44. (7) Reactant: [Br:1][C:2]1[CH:7]=[CH:6][C:5]([N:8]([C:16]2[S:17][CH:18]=[C:19]([CH2:21][O:22][C:23]3[C:28]4[CH:29]=[C:30]([C:32]5[N:33]=[C:34]6[N:38]([CH:39]=5)[N:37]=[C:36]([O:40][CH3:41])[S:35]6)[O:31][C:27]=4[CH:26]=[C:25]([O:42][CH3:43])[CH:24]=3)[N:20]=2)C(=O)OC(C)(C)C)=[C:4]([CH3:44])[CH:3]=1.C(O)(C(F)(F)F)=O.C1(C)C=CC=CC=1. Product: [Br:1][C:2]1[CH:7]=[CH:6][C:5]([NH:8][C:16]2[S:17][CH:18]=[C:19]([CH2:21][O:22][C:23]3[C:28]4[CH:29]=[C:30]([C:32]5[N:33]=[C:34]6[N:38]([CH:39]=5)[N:37]=[C:36]([O:40][CH3:41])[S:35]6)[O:31][C:27]=4[CH:26]=[C:25]([O:42][CH3:43])[CH:24]=3)[N:20]=2)=[C:4]([CH3:44])[CH:3]=1. The catalyst class is: 46.